This data is from Forward reaction prediction with 1.9M reactions from USPTO patents (1976-2016). The task is: Predict the product of the given reaction. (1) Given the reactants Br[C:2]1[C:3]2[C:4]3[CH:17]=[CH:16][S:15][C:5]=3[C:6](=[O:14])[NH:7][C:8]=2[CH:9]=[CH:10][C:11]=1[O:12][CH3:13].[C:18]([O:22][C:23](=[O:44])[N:24]([CH3:43])[CH2:25][C@H:26]([C:28]1[CH:33]=[CH:32][C:31](B2OC(C)(C)C(C)(C)O2)=[CH:30][CH:29]=1)[CH3:27])([CH3:21])([CH3:20])[CH3:19], predict the reaction product. The product is: [CH3:13][O:12][C:11]1[CH:10]=[CH:9][C:8]2[NH:7][C:6](=[O:14])[C:5]3[S:15][CH:16]=[CH:17][C:4]=3[C:3]=2[C:2]=1[C:31]1[CH:30]=[CH:29][C:28]([C@H:26]([CH3:27])[CH2:25][N:24]([CH3:43])[C:23](=[O:44])[O:22][C:18]([CH3:19])([CH3:21])[CH3:20])=[CH:33][CH:32]=1. (2) Given the reactants [Br-:1].[Br-].[Br-].[NH+]1C=CC=CC=1.[NH+]1C=CC=CC=1.[NH+]1C=CC=CC=1.[S:22]1[C:26]([C:27](=[O:29])[CH3:28])=[CH:25][N:24]=[CH:23]1, predict the reaction product. The product is: [BrH:1].[Br:1][CH2:28][C:27]([C:26]1[S:22][CH:23]=[N:24][CH:25]=1)=[O:29]. (3) Given the reactants C(N(C(C)C)C(C)C)C.[CH3:10][C:11]1[CH:19]=[CH:18][CH:17]=[CH:16][C:12]=1[C:13](Cl)=[O:14].Cl.[CH3:21][O:22][C:23]([C:25]1[CH:26]=[C:27]2[C:31](=[CH:32][CH:33]=1)[CH2:30][CH2:29][C@H:28]2[NH2:34])=[O:24], predict the reaction product. The product is: [CH3:10][C:11]1[CH:19]=[CH:18][CH:17]=[CH:16][C:12]=1[C:13]([NH:34][C@H:28]1[C:27]2[C:31](=[CH:32][CH:33]=[C:25]([C:23]([O:22][CH3:21])=[O:24])[CH:26]=2)[CH2:30][CH2:29]1)=[O:14]. (4) Given the reactants [CH2:1]([C@@H:8]1[CH2:12][O:11][C:10](=[O:13])[NH:9]1)[C:2]1[CH:7]=[CH:6][CH:5]=[CH:4][CH:3]=1.[Li]CCCC.[C:19]1([CH2:25][C:26](Cl)=[O:27])[CH:24]=[CH:23][CH:22]=[CH:21][CH:20]=1, predict the reaction product. The product is: [CH2:1]([C@@H:8]1[CH2:12][O:11][C:10](=[O:13])[N:9]1[C:26](=[O:27])[CH2:25][C:19]1[CH:24]=[CH:23][CH:22]=[CH:21][CH:20]=1)[C:2]1[CH:3]=[CH:4][CH:5]=[CH:6][CH:7]=1. (5) Given the reactants OC(C(F)(F)F)=O.[NH:8]1[CH2:13][CH2:12][C:11](=[CH:14][C:15]#[N:16])[CH2:10][CH2:9]1.C(N(CC)CC)C.Cl[C:25]([O:27][CH3:28])=[O:26], predict the reaction product. The product is: [C:15]([CH:14]=[C:11]1[CH2:12][CH2:13][N:8]([C:25]([O:27][CH3:28])=[O:26])[CH2:9][CH2:10]1)#[N:16]. (6) The product is: [CH:7]([C:9]1[CH:14]=[CH:13][C:12]([N:15]([C:25]2[CH:26]=[CH:27][C:28]([CH:31]=[O:32])=[CH:29][CH:30]=2)[C:16]2[CH:23]=[CH:22][C:19]([CH:20]=[O:21])=[C:18]([CH:17]=2)[O:24][CH2:41][CH2:40][CH2:34][C:35]([O:37][CH2:38][CH3:39])=[O:36])=[CH:11][CH:10]=1)=[O:8]. Given the reactants C([O-])([O-])=O.[K+].[K+].[CH:7]([C:9]1[CH:14]=[CH:13][C:12]([N:15]([C:25]2[CH:30]=[CH:29][C:28]([CH:31]=[O:32])=[CH:27][CH:26]=2)[C:16]2[CH:23]=[CH:22][C:19]([CH:20]=[O:21])=[C:18]([OH:24])[CH:17]=2)=[CH:11][CH:10]=1)=[O:8].Br[CH:34]([CH2:40][CH3:41])[C:35]([O:37][CH2:38][CH3:39])=[O:36], predict the reaction product. (7) Given the reactants [C:1]([O:5][C:6](=[O:31])[NH:7][CH:8]([CH2:21][C:22]1[C:30]2[C:25](=[CH:26][CH:27]=[CH:28][CH:29]=2)[NH:24][CH:23]=1)[C:9](=[C:11]1C(=O)OC(C)(C)[O:13][C:12]1=O)[OH:10])([CH3:4])([CH3:3])[CH3:2], predict the reaction product. The product is: [C:1]([O:5][C:6]([N:7]1[C:12](=[O:13])[CH:11]=[C:9]([OH:10])[CH:8]1[CH2:21][C:22]1[C:30]2[C:25](=[CH:26][CH:27]=[CH:28][CH:29]=2)[NH:24][CH:23]=1)=[O:31])([CH3:2])([CH3:3])[CH3:4]. (8) Given the reactants [C:1]([C@H:4]1[CH2:9][N:8]([C:10]([O:12][CH2:13][CH:14]2[C:26]3[CH:25]=[CH:24][CH:23]=[CH:22][C:21]=3[C:20]3[C:15]2=[CH:16][CH:17]=[CH:18][CH:19]=3)=[O:11])[C@H:7]([CH3:27])[CH2:6][CH2:5]1)(=[S:3])[NH2:2].Br[C:29](=O)[C:30]([O:32][CH2:33][CH3:34])=[O:31].[CH2:36]1COCC1, predict the reaction product. The product is: [CH:16]1[C:15]2[CH:14]([CH2:13][O:12][C:10]([N:8]3[C@H:7]([CH3:27])[CH2:6][CH2:5][C@@H:4]([C:1]4[S:3][CH:36]=[C:29]([C:30]([O:32][CH2:33][CH3:34])=[O:31])[N:2]=4)[CH2:9]3)=[O:11])[C:26]3[C:21](=[CH:22][CH:23]=[CH:24][CH:25]=3)[C:20]=2[CH:19]=[CH:18][CH:17]=1. (9) Given the reactants Br[CH:2]([C:4]1[CH:5]=[C:6]([C:22]([N:24]([CH3:26])[CH3:25])=[O:23])[CH:7]=[C:8]2[C:13]=1[O:12][C:11]([N:14]1[CH2:19][CH2:18][O:17][C@@H:16]([CH3:20])[CH2:15]1)=[CH:10][C:9]2=[O:21])[CH3:3].[F:27][C:28]1[CH:34]=[CH:33][C:31]([NH2:32])=[CH:30][CH:29]=1, predict the reaction product. The product is: [F:27][C:28]1[CH:34]=[CH:33][C:31]([NH:32][CH:2]([C:4]2[CH:5]=[C:6]([C:22]([N:24]([CH3:26])[CH3:25])=[O:23])[CH:7]=[C:8]3[C:13]=2[O:12][C:11]([N:14]2[CH2:19][CH2:18][O:17][C@@H:16]([CH3:20])[CH2:15]2)=[CH:10][C:9]3=[O:21])[CH3:3])=[CH:30][CH:29]=1.